This data is from NCI-60 drug combinations with 297,098 pairs across 59 cell lines. The task is: Regression. Given two drug SMILES strings and cell line genomic features, predict the synergy score measuring deviation from expected non-interaction effect. (1) Drug 1: CC12CCC3C(C1CCC2O)C(CC4=C3C=CC(=C4)O)CCCCCCCCCS(=O)CCCC(C(F)(F)F)(F)F. Drug 2: C1=NNC2=C1C(=O)NC=N2. Cell line: UACC-257. Synergy scores: CSS=-0.404, Synergy_ZIP=-0.130, Synergy_Bliss=-0.207, Synergy_Loewe=-0.471, Synergy_HSA=-0.767. (2) Drug 1: COC1=C(C=C2C(=C1)N=CN=C2NC3=CC(=C(C=C3)F)Cl)OCCCN4CCOCC4. Drug 2: C1=C(C(=O)NC(=O)N1)F. Cell line: HL-60(TB). Synergy scores: CSS=73.6, Synergy_ZIP=1.99, Synergy_Bliss=-1.44, Synergy_Loewe=0.949, Synergy_HSA=1.29. (3) Drug 1: C1=NC2=C(N=C(N=C2N1C3C(C(C(O3)CO)O)F)Cl)N. Drug 2: C1CCC(C(C1)N)N.C(=O)(C(=O)[O-])[O-].[Pt+4]. Cell line: SK-MEL-5. Synergy scores: CSS=51.5, Synergy_ZIP=-1.60, Synergy_Bliss=4.18, Synergy_Loewe=1.88, Synergy_HSA=8.97. (4) Drug 1: CC1=C(C=C(C=C1)NC2=NC=CC(=N2)N(C)C3=CC4=NN(C(=C4C=C3)C)C)S(=O)(=O)N.Cl. Drug 2: CC12CCC3C(C1CCC2OP(=O)(O)O)CCC4=C3C=CC(=C4)OC(=O)N(CCCl)CCCl.[Na+]. Cell line: UO-31. Synergy scores: CSS=2.52, Synergy_ZIP=-6.11, Synergy_Bliss=-11.6, Synergy_Loewe=-11.2, Synergy_HSA=-10.8. (5) Drug 2: CN1C(=O)N2C=NC(=C2N=N1)C(=O)N. Drug 1: C1=CC(=CC=C1CC(C(=O)O)N)N(CCCl)CCCl.Cl. Cell line: EKVX. Synergy scores: CSS=-2.51, Synergy_ZIP=2.25, Synergy_Bliss=1.67, Synergy_Loewe=-5.52, Synergy_HSA=-3.77. (6) Drug 1: CC1=CC=C(C=C1)C2=CC(=NN2C3=CC=C(C=C3)S(=O)(=O)N)C(F)(F)F. Drug 2: C#CCC(CC1=CN=C2C(=N1)C(=NC(=N2)N)N)C3=CC=C(C=C3)C(=O)NC(CCC(=O)O)C(=O)O. Cell line: SW-620. Synergy scores: CSS=52.9, Synergy_ZIP=1.63, Synergy_Bliss=1.20, Synergy_Loewe=-10.4, Synergy_HSA=0.226. (7) Drug 1: CC12CCC3C(C1CCC2=O)CC(=C)C4=CC(=O)C=CC34C. Drug 2: CC1CCC2CC(C(=CC=CC=CC(CC(C(=O)C(C(C(=CC(C(=O)CC(OC(=O)C3CCCCN3C(=O)C(=O)C1(O2)O)C(C)CC4CCC(C(C4)OC)O)C)C)O)OC)C)C)C)OC. Cell line: HOP-92. Synergy scores: CSS=22.0, Synergy_ZIP=-6.62, Synergy_Bliss=-8.88, Synergy_Loewe=-8.37, Synergy_HSA=-7.68.